This data is from Peptide-MHC class II binding affinity with 134,281 pairs from IEDB. The task is: Regression. Given a peptide amino acid sequence and an MHC pseudo amino acid sequence, predict their binding affinity value. This is MHC class II binding data. The peptide sequence is PKYVKQNTLKLAT. The MHC is HLA-DPA10201-DPB10501 with pseudo-sequence HLA-DPA10201-DPB10501. The binding affinity (normalized) is 0.0196.